Dataset: Forward reaction prediction with 1.9M reactions from USPTO patents (1976-2016). Task: Predict the product of the given reaction. Given the reactants [CH3:1][Si:2]([CH3:51])([CH3:50])[CH2:3][CH2:4][O:5][CH2:6][N:7]([CH2:42][O:43][CH2:44][CH2:45][Si:46]([CH3:49])([CH3:48])[CH3:47])[C:8]1[N:13]2[N:14]=[CH:15][C:16]([C:17]3[CH:18]=[N:19][C:20]([C:23]4[CH:28]=[CH:27][CH:26]=[CH:25][CH:24]=4)=[CH:21][CH:22]=3)=[C:12]2[N:11]=[C:10]([CH:29]2[CH2:34][CH2:33][N:32]([C:35]([O:37][C:38]([CH3:41])([CH3:40])[CH3:39])=[O:36])[CH2:31][CH2:30]2)[CH:9]=1.[Br:52]N1C(=O)CCC1=O, predict the reaction product. The product is: [CH3:49][Si:46]([CH3:48])([CH3:47])[CH2:45][CH2:44][O:43][CH2:42][N:7]([CH2:6][O:5][CH2:4][CH2:3][Si:2]([CH3:1])([CH3:50])[CH3:51])[C:8]1[N:13]2[N:14]=[CH:15][C:16]([C:17]3[CH:18]=[N:19][C:20]([C:23]4[CH:28]=[CH:27][CH:26]=[CH:25][CH:24]=4)=[CH:21][CH:22]=3)=[C:12]2[N:11]=[C:10]([CH:29]2[CH2:34][CH2:33][N:32]([C:35]([O:37][C:38]([CH3:41])([CH3:40])[CH3:39])=[O:36])[CH2:31][CH2:30]2)[C:9]=1[Br:52].